Dataset: Forward reaction prediction with 1.9M reactions from USPTO patents (1976-2016). Task: Predict the product of the given reaction. (1) The product is: [CH:1]1([C:4]([N:28]([CH2:27][C:21]2[CH:22]=[C:23]([F:26])[CH:24]=[CH:25][C:20]=2[C:14]2[C:15]([O:18][CH3:19])=[CH:16][CH:17]=[C:12]([CH2:11][C:10]([OH:41])=[O:9])[CH:13]=2)[CH2:29][CH3:30])=[O:5])[CH2:3][CH2:2]1. Given the reactants [CH:1]1([C:4](Cl)=[O:5])[CH2:3][CH2:2]1.C([O:9][C:10](=[O:41])[CH2:11][C:12]1[CH:13]=[C:14]([C:20]2[CH:25]=[CH:24][C:23]([F:26])=[CH:22][C:21]=2[CH2:27][N:28](C(OCC2C=CC=CC=2)=O)[CH2:29][CH3:30])[C:15]([O:18][CH3:19])=[CH:16][CH:17]=1)C.[Li+].[OH-], predict the reaction product. (2) Given the reactants OC1C(=O)NN=C(CCC2C=CC=CC=2)C=1.C([O:24][C:25]1[N:26]=[N:27][C:28](/[CH:39]=[CH:40]/[C:41]2[CH:46]=[C:45]([C:47]([F:50])([F:49])[F:48])[CH:44]=[C:43]([C:51]([F:54])([F:53])[F:52])[CH:42]=2)=[CH:29][C:30]=1[O:31]CC1C=CC=CC=1)C1C=CC=CC=1, predict the reaction product. The product is: [F:54][C:51]([F:52])([F:53])[C:43]1[CH:42]=[C:41]([CH2:40][CH2:39][C:28]2[CH:29]=[C:30]([OH:31])[C:25](=[O:24])[NH:26][N:27]=2)[CH:46]=[C:45]([C:47]([F:48])([F:50])[F:49])[CH:44]=1. (3) Given the reactants CS(O[CH2:6][C:7]1[N:12]=[CH:11][C:10]2[N:13]=[CH:14][N:15]([C:16]3[S:17][C:18]([C:34](=[O:36])[NH2:35])=[C:19]([O:21][C@@H:22]([C:24]4[CH:29]=[CH:28][CH:27]=[CH:26][C:25]=4[C:30]([F:33])([F:32])[F:31])[CH3:23])[CH:20]=3)[C:9]=2[CH:8]=1)(=O)=O.[CH2:37]([N:41]1[CH2:46][CH2:45][NH:44][CH2:43][CH2:42]1)[CH:38]([CH3:40])[CH3:39], predict the reaction product. The product is: [CH2:37]([N:41]1[CH2:46][CH2:45][N:44]([CH2:6][C:7]2[N:12]=[CH:11][C:10]3[N:13]=[CH:14][N:15]([C:16]4[S:17][C:18]([C:34]([NH2:35])=[O:36])=[C:19]([O:21][C@@H:22]([C:24]5[CH:29]=[CH:28][CH:27]=[CH:26][C:25]=5[C:30]([F:33])([F:31])[F:32])[CH3:23])[CH:20]=4)[C:9]=3[CH:8]=2)[CH2:43][CH2:42]1)[CH:38]([CH3:40])[CH3:39]. (4) Given the reactants [Br:1][C:2]1[CH:3]=[C:4]2[C:9](=[CH:10][CH:11]=1)[N:8]=[C:7]([CH3:12])[C:6]([C:13]([O:15]C(C)(C)C)=[O:14])=[C:5]2[C:20]1[CH:25]=[CH:24][C:23]([F:26])=[CH:22][CH:21]=1.C(O)(C(F)(F)F)=O, predict the reaction product. The product is: [Br:1][C:2]1[CH:3]=[C:4]2[C:9](=[CH:10][CH:11]=1)[N:8]=[C:7]([CH3:12])[C:6]([C:13]([OH:15])=[O:14])=[C:5]2[C:20]1[CH:25]=[CH:24][C:23]([F:26])=[CH:22][CH:21]=1. (5) Given the reactants [C:1]([C:3]1[CH:12]=[CH:11][C:6]([C:7]([O:9]C)=O)=[CH:5][CH:4]=1)#[N:2].[CH3:13][S:14]([C:17]1[CH:22]=[CH:21][C:20]([Br:23])=[CH:19][CH:18]=1)(=[O:16])=[O:15].[H-].[Na+], predict the reaction product. The product is: [Br:23][C:20]1[CH:21]=[CH:22][C:17]([S:14]([CH2:13][C:7]([C:6]2[CH:5]=[CH:4][C:3]([C:1]#[N:2])=[CH:12][CH:11]=2)=[O:9])(=[O:16])=[O:15])=[CH:18][CH:19]=1. (6) Given the reactants C[Si](C#C)(C)C.[C:15](O[C:15]([O:17][C:18]([CH3:21])([CH3:20])[CH3:19])=[O:16])([O:17][C:18]([CH3:21])([CH3:20])[CH3:19])=[O:16].C([N:24]([CH2:27][CH3:28])CC)C.[CH2:29]1C[O:32][CH2:31][CH2:30]1, predict the reaction product. The product is: [C:18]([O:17][C:15]([N:24]1[CH:27]2[CH2:28][CH:31]([CH:30]=[CH:29]2)[O:32]1)=[O:16])([CH3:19])([CH3:20])[CH3:21].